From a dataset of Forward reaction prediction with 1.9M reactions from USPTO patents (1976-2016). Predict the product of the given reaction. (1) The product is: [Br:1][C:2]1[C:7]([C:8]([NH2:10])=[O:9])=[CH:6][C:5]([NH:11][C:12]([NH:14][CH:15]([CH2:18][CH3:19])[CH3:16])=[O:13])=[N:4][CH:3]=1. Given the reactants [Br:1][C:2]1[C:7]([C:8]([NH2:10])=[O:9])=[CH:6][C:5]([NH:11][C:12]([NH:14][CH2:15][CH3:16])=[O:13])=[N:4][CH:3]=1.N[C:18]1[CH:19]=C(C(Br)=CN=1)C(OC)=O.N(C(CC)C)=C=O.N, predict the reaction product. (2) Given the reactants [CH3:1][O:2][C:3]1[CH:4]=[C:5]([CH:7]=[CH:8][C:9]=1[C:10]1[O:14][CH:13]=[N:12][CH:11]=1)[NH2:6].[Br:15][CH:16]([CH2:20][CH:21]([CH3:23])[CH3:22])[C:17](O)=[O:18].CN(C(ON1N=NC2C=CC=NC1=2)=[N+](C)C)C.F[P-](F)(F)(F)(F)F.C(N(CC)C(C)C)(C)C.C([O-])(O)=O.[Na+], predict the reaction product. The product is: [Br:15][CH:16]([CH2:20][CH:21]([CH3:23])[CH3:22])[C:17]([NH:6][C:5]1[CH:7]=[CH:8][C:9]([C:10]2[O:14][CH:13]=[N:12][CH:11]=2)=[C:3]([O:2][CH3:1])[CH:4]=1)=[O:18]. (3) Given the reactants [CH3:1][C:2]1[C:3](O)=[N:4][CH:5]=[C:6]([N+:8]([O-:10])=[O:9])[CH:7]=1.[Cl:12]CCCl.[Cl-].[P+]=O, predict the reaction product. The product is: [Cl:12][C:3]1[C:2]([CH3:1])=[CH:7][C:6]([N+:8]([O-:10])=[O:9])=[CH:5][N:4]=1. (4) Given the reactants [CH3:1][N:2]([CH3:13])[CH2:3][CH2:4][O:5][C:6]1[CH:11]=[CH:10][N:9]=[C:8]([NH2:12])[CH:7]=1.Cl[CH:15]([CH:21]=O)[C:16]([O:18][CH2:19][CH3:20])=[O:17], predict the reaction product. The product is: [CH3:1][N:2]([CH3:13])[CH2:3][CH2:4][O:5][C:6]1[CH:11]=[CH:10][N:9]2[C:15]([C:16]([O:18][CH2:19][CH3:20])=[O:17])=[CH:21][N:12]=[C:8]2[CH:7]=1.